This data is from Reaction yield outcomes from USPTO patents with 853,638 reactions. The task is: Predict the reaction yield, written as a fraction of the theoretical maximum amount of product (1.0 means a 100% yield; for example, 0.34 means a 34% yield). (1) The reactants are [CH:1]([C:3]1[C:4]([O:14][CH2:15][C:16]2[CH:41]=[CH:40][C:19]([O:20][CH2:21][C:22]3[N:23]=[C:24]([C:28]4[CH:33]=[CH:32][C:31]([CH2:34][C:35]([O:37][CH2:38][CH3:39])=[O:36])=[CH:30][CH:29]=4)[O:25][C:26]=3[CH3:27])=[C:18]([O:42][CH3:43])[CH:17]=2)=[N:5][N:6]([C:8]2[CH:13]=[CH:12][CH:11]=[CH:10][CH:9]=2)[CH:7]=1)=O.Cl.[Cl-].[CH2:46]([N:48]1[CH:52]=[C:51]([CH2:53][P+](C2C=CC=CC=2)(C2C=CC=CC=2)C2C=CC=CC=2)[CH:50]=[N:49]1)[CH3:47].C(=O)([O-])[O-].[K+].[K+].CN(C)C=O. The catalyst is O. The product is [CH2:46]([N:48]1[CH:52]=[C:51](/[CH:53]=[CH:1]\[C:3]2[C:4]([O:14][CH2:15][C:16]3[CH:41]=[CH:40][C:19]([O:20][CH2:21][C:22]4[N:23]=[C:24]([C:28]5[CH:33]=[CH:32][C:31]([CH2:34][C:35]([O:37][CH2:38][CH3:39])=[O:36])=[CH:30][CH:29]=5)[O:25][C:26]=4[CH3:27])=[C:18]([O:42][CH3:43])[CH:17]=3)=[N:5][N:6]([C:8]3[CH:13]=[CH:12][CH:11]=[CH:10][CH:9]=3)[CH:7]=2)[CH:50]=[N:49]1)[CH3:47]. The yield is 0.260. (2) The reactants are [OH-].[Na+].[OH:3][C@@H:4]1[C@@:9]([OH:16])([C:10]2[CH:15]=[CH:14][CH:13]=[CH:12][CH:11]=2)[CH2:8][CH2:7][N:6]([C:17]([O:19][C:20]([CH3:23])([CH3:22])[CH3:21])=[O:18])[CH2:5]1.S([O-])([O-])(=O)=O.C([N+](CCCC)(CCCC)CCCC)CCC.C([N+](CCCC)(CCCC)CCCC)CCC.[CH2:63](Br)[C:64]1[CH:69]=[CH:68][CH:67]=[CH:66][CH:65]=1. The catalyst is O.C1(C)C=CC=CC=1. The product is [CH2:63]([O:3][C@@H:4]1[C@@:9]([OH:16])([C:10]2[CH:15]=[CH:14][CH:13]=[CH:12][CH:11]=2)[CH2:8][CH2:7][N:6]([C:17]([O:19][C:20]([CH3:23])([CH3:22])[CH3:21])=[O:18])[CH2:5]1)[C:64]1[CH:69]=[CH:68][CH:67]=[CH:66][CH:65]=1. The yield is 0.970. (3) The reactants are [F:1][C:2]1[CH:7]=[C:6]([F:8])[CH:5]=[CH:4][C:3]=1[C:9]([OH:37])([CH2:31][N:32]1[CH:36]=[N:35][N:34]=[N:33]1)[C:10]([F:30])([F:29])[C:11]1[CH:16]=[CH:15][C:14]([CH:17](O)[C:18]2[CH:23]=[CH:22][C:21]([C:24]([F:27])([F:26])[F:25])=[CH:20][CH:19]=2)=[CH:13][N:12]=1.C([SiH](CC)CC)C. The catalyst is CCO.CC([O-])=O.CC([O-])=O.[Pd+2]. The product is [F:1][C:2]1[CH:7]=[C:6]([F:8])[CH:5]=[CH:4][C:3]=1[C:9]([OH:37])([CH2:31][N:32]1[CH:36]=[N:35][N:34]=[N:33]1)[C:10]([F:30])([F:29])[C:11]1[CH:16]=[CH:15][C:14]([CH2:17][C:18]2[CH:19]=[CH:20][C:21]([C:24]([F:27])([F:25])[F:26])=[CH:22][CH:23]=2)=[CH:13][N:12]=1. The yield is 0.310. (4) The reactants are Cl[S:2]([C:5]1[CH:14]=[CH:13][C:8]([C:9]([O:11][CH3:12])=[O:10])=[CH:7][CH:6]=1)(=[O:4])=[O:3].[F:15][C:16]1[C:21]([OH:22])=[C:20]([F:23])[C:19]([F:24])=[C:18]([F:25])[C:17]=1[F:26].CCN(CC)CC. The catalyst is C(Cl)Cl. The product is [F:15][C:16]1[C:21]([O:22][S:2]([C:5]2[CH:6]=[CH:7][C:8]([C:9]([O:11][CH3:12])=[O:10])=[CH:13][CH:14]=2)(=[O:4])=[O:3])=[C:20]([F:23])[C:19]([F:24])=[C:18]([F:25])[C:17]=1[F:26]. The yield is 0.850. (5) The reactants are [Cl:1][CH2:2][C:3](Cl)=[O:4].[F:6][C:7]([F:31])([F:30])[C:8]1[N:12]2[N:13]=[C:14]([N:17]3[CH2:22][CH2:21][CH:20]([C:23]4[CH:29]=[CH:28][C:26]([NH2:27])=[CH:25][CH:24]=4)[CH2:19][CH2:18]3)[CH:15]=[CH:16][C:11]2=[N:10][N:9]=1.N1C=CC=CC=1. The catalyst is C(Cl)Cl. The product is [Cl:1][CH2:2][C:3]([NH:27][C:26]1[CH:25]=[CH:24][C:23]([CH:20]2[CH2:19][CH2:18][N:17]([C:14]3[CH:15]=[CH:16][C:11]4[N:12]([C:8]([C:7]([F:31])([F:30])[F:6])=[N:9][N:10]=4)[N:13]=3)[CH2:22][CH2:21]2)=[CH:29][CH:28]=1)=[O:4]. The yield is 0.920. (6) The catalyst is C(#N)C. The reactants are F[C:2]1[CH:11]=[CH:10][C:5]([C:6]([O:8][CH3:9])=[O:7])=[CH:4][C:3]=1[N+:12]([O-:14])=[O:13].[NH2:15][C:16]1[CH:21]=[CH:20][CH:19]=[C:18]([CH3:22])[CH:17]=1.C(=O)([O-])[O-].[K+].[K+]. The yield is 0.730. The product is [N+:12]([C:3]1[CH:4]=[C:5]([CH:10]=[CH:11][C:2]=1[NH:15][C:16]1[CH:17]=[C:18]([CH3:22])[CH:19]=[CH:20][CH:21]=1)[C:6]([O:8][CH3:9])=[O:7])([O-:14])=[O:13]. (7) The reactants are [Si:1]([O:8][CH:9]([CH2:21][CH2:22][C:23]1[CH:28]=[CH:27][CH:26]=[CH:25][CH:24]=1)/[CH:10]=[CH:11]/[C:12]1[CH:17]=[CH:16][C:15]([OH:18])=[C:14]([O:19][CH3:20])[CH:13]=1)([C:4]([CH3:7])([CH3:6])[CH3:5])([CH3:3])[CH3:2].[H][H]. The catalyst is C(O)C.[Pd]. The product is [Si:1]([O:8][CH:9]([CH2:21][CH2:22][C:23]1[CH:24]=[CH:25][CH:26]=[CH:27][CH:28]=1)[CH2:10][CH2:11][C:12]1[CH:17]=[CH:16][C:15]([OH:18])=[C:14]([O:19][CH3:20])[CH:13]=1)([C:4]([CH3:7])([CH3:6])[CH3:5])([CH3:3])[CH3:2]. The yield is 0.823. (8) The reactants are [CH3:1][N:2]1[CH2:7][CH2:6][N:5]([C:8]2[N:13]=[CH:12][C:11]([C:14]3[CH:15]=[C:16]4[C:21](=[N:22][CH:23]=3)[NH:20][CH2:19][CH2:18][CH:17]4[OH:24])=[CH:10][CH:9]=2)[CH2:4][CH2:3]1.[Cl:25][C:26]1[C:31]([F:32])=[CH:30][CH:29]=[C:28]([F:33])[C:27]=1O. The catalyst is CO.C(Cl)Cl. The product is [Cl:25][C:26]1[C:31]([F:32])=[CH:30][CH:29]=[C:28]([F:33])[C:27]=1[O:24][CH:17]1[C:16]2[C:21](=[N:22][CH:23]=[C:14]([C:11]3[CH:12]=[N:13][C:8]([N:5]4[CH2:6][CH2:7][N:2]([CH3:1])[CH2:3][CH2:4]4)=[CH:9][CH:10]=3)[CH:15]=2)[NH:20][CH2:19][CH2:18]1. The yield is 0.540.